From a dataset of Forward reaction prediction with 1.9M reactions from USPTO patents (1976-2016). Predict the product of the given reaction. (1) The product is: [CH3:1][O:2][C:3]([C:4]1[C:5]2[CH:47]([OH:51])[C:48]([CH3:50])([CH3:49])[CH:12]([C:13]3[CH:18]=[CH:17][CH:16]=[C:15]([Br:19])[CH:14]=3)[NH:11][C:6]=2[C:7]([F:10])=[CH:8][CH:9]=1)=[O:20]. Given the reactants [CH3:1][O:2][C:3](=[O:20])[C:4]1[CH:9]=[CH:8][C:7]([F:10])=[C:6]([N:11]=[CH:12][C:13]2[CH:18]=[CH:17][CH:16]=[C:15]([Br:19])[CH:14]=2)[CH:5]=1.O.[O-]S(C(F)(F)F)(=O)=O.[Yb+3].[O-]S(C(F)(F)F)(=O)=O.[O-]S(C(F)(F)F)(=O)=O.[CH:47](=[O:51])[CH:48]([CH3:50])[CH3:49].O, predict the reaction product. (2) Given the reactants [CH3:1][N:2]([CH:4]=[C:5]([C:11](=O)[CH3:12])[C:6]([O:8][CH2:9][CH3:10])=[O:7])C.C(O)(=O)C.C(N)=[NH:19].CC[O-].[Na+], predict the reaction product. The product is: [CH3:12][C:11]1[C:5]([C:6]([O:8][CH2:9][CH3:10])=[O:7])=[CH:4][N:2]=[CH:1][N:19]=1. (3) Given the reactants [Cl:1]N1C(=O)CCC1=O.[Cl:9][C:10]1[CH:11]=[CH:12][C:13]([C:31]#[N:32])=[C:14]([NH:16][C@@H:17]2[CH2:22][CH2:21][CH2:20][CH2:19][C@H:18]2[NH:23][C:24](=[O:30])[O:25][C:26]([CH3:29])([CH3:28])[CH3:27])[CH:15]=1, predict the reaction product. The product is: [Cl:1][C:11]1[C:10]([Cl:9])=[CH:15][C:14]([NH:16][C@@H:17]2[CH2:22][CH2:21][CH2:20][CH2:19][C@H:18]2[NH:23][C:24](=[O:30])[O:25][C:26]([CH3:27])([CH3:28])[CH3:29])=[C:13]([C:31]#[N:32])[CH:12]=1. (4) Given the reactants C(OC(=O)[N:5]([C:16]1[N:21]=[C:20]([CH3:22])[C:19]([C:23]#[N:24])=[CH:18][N:17]=1)[CH2:6][CH2:7][CH2:8][CH:9]1[CH2:14][CH2:13][N:12]([CH3:15])[CH2:11][CH2:10]1)C.[OH-].[Na+], predict the reaction product. The product is: [CH3:22][C:20]1[C:19]([C:23]#[N:24])=[CH:18][N:17]=[C:16]([NH:5][CH2:6][CH2:7][CH2:8][CH:9]2[CH2:14][CH2:13][N:12]([CH3:15])[CH2:11][CH2:10]2)[N:21]=1. (5) Given the reactants [CH3:1][C:2]1[CH:7]=[C:6]([CH3:8])[CH:5]=[CH:4][C:3]=1[N:9]=[C:10]=[O:11].[CH3:12][C:13]1[S:14][C:15]([C:18]([NH:20][NH2:21])=[O:19])=[CH:16][N:17]=1, predict the reaction product. The product is: [CH3:1][C:2]1[CH:7]=[C:6]([CH3:8])[CH:5]=[CH:4][C:3]=1[NH:9][C:10](=[O:11])[NH:21][NH:20][C:18]([C:15]1[S:14][C:13]([CH3:12])=[N:17][CH:16]=1)=[O:19]. (6) Given the reactants [NH2:1][CH2:2][CH2:3][CH2:4][CH2:5][N:6]1[C:18]2[C:17]3[CH:16]=[CH:15][CH:14]=[CH:13][C:12]=3[N:11]=[C:10]([NH2:19])[C:9]=2[N:8]=[C:7]1[CH2:20][CH2:21][O:22][CH3:23].[N+:24]([C:27]1[CH:32]=[CH:31][CH:30]=[CH:29][C:28]=1[S:33](Cl)(=[O:35])=[O:34])([O-:26])=[O:25], predict the reaction product. The product is: [NH2:19][C:10]1[C:9]2[N:8]=[C:7]([CH2:20][CH2:21][O:22][CH3:23])[N:6]([CH2:5][CH2:4][CH2:3][CH2:2][NH:1][S:33]([C:28]3[CH:29]=[CH:30][CH:31]=[CH:32][C:27]=3[N+:24]([O-:26])=[O:25])(=[O:34])=[O:35])[C:18]=2[C:17]2[CH:16]=[CH:15][CH:14]=[CH:13][C:12]=2[N:11]=1.